From a dataset of Forward reaction prediction with 1.9M reactions from USPTO patents (1976-2016). Predict the product of the given reaction. (1) Given the reactants N[C:2]1[CH:7]=[CH:6][C:5]([CH:8]([CH:12]([C:17]([O:19][CH3:20])=[O:18])[C:13]([O:15][CH3:16])=[O:14])[C:9]#[C:10][CH3:11])=[CH:4][CH:3]=1.C([N:23]1CCOCC1)C.C1C=C2N=NN(O)C2=CC=1.O.CCN=C=NCCCN(C)C.[Br:51][C:52]1[CH:64]=[CH:63][C:55]([O:56][C:57]([CH3:62])([CH3:61])[C:58](O)=[O:59])=[C:54]([Cl:65])[CH:53]=1, predict the reaction product. The product is: [Br:51][C:52]1[CH:64]=[CH:63][C:55]([O:56][C:57]([CH3:62])([CH3:61])[C:58]([NH:23][C:6]2[CH:7]=[CH:2][CH:3]=[CH:4][C:5]=2[CH:8]([CH:12]([C:17]([O:19][CH3:20])=[O:18])[C:13]([O:15][CH3:16])=[O:14])[C:9]#[C:10][CH3:11])=[O:59])=[C:54]([Cl:65])[CH:53]=1. (2) Given the reactants C(O[C:6]([N:8]1[CH2:12][C:11](=[N:13][O:14][CH3:15])[CH2:10][C@H:9]1[C:16]([OH:18])=O)=[O:7])(C)(C)C.[N:19]1[CH:24]=[CH:23][CH:22]=[CH:21][C:20]=1[C:25]1[CH:33]=[CH:32][C:28](C(O)=O)=[CH:27][CH:26]=1.[NH2:34][CH2:35][CH:36]([C:38]1[CH:43]=[CH:42][C:41]([N+:44]([O-:46])=[O:45])=[CH:40][CH:39]=1)[OH:37], predict the reaction product. The product is: [OH:37][CH:36]([C:38]1[CH:39]=[CH:40][C:41]([N+:44]([O-:46])=[O:45])=[CH:42][CH:43]=1)[CH2:35][NH:34][C:16]([C@@H:9]1[CH2:10][C:11](=[N:13][O:14][CH3:15])[CH2:12][N:8]1[C:6](=[O:7])[C:28]1[CH:27]=[CH:26][C:25]([C:20]2[CH:21]=[CH:22][CH:23]=[CH:24][N:19]=2)=[CH:33][CH:32]=1)=[O:18]. (3) Given the reactants [N:1]1[CH:6]=[C:5]([C:7]([O-:9])=[O:8])[CH:4]=[CH:3][C:2]=1[C:10]([O:12]C)=O.[NH:14]1[CH2:19][CH2:18][O:17][CH2:16][CH2:15]1, predict the reaction product. The product is: [N:14]1([C:10]([C:2]2[CH:3]=[CH:4][C:5]([C:7]([O:9][C:5]([CH3:7])([CH3:6])[CH3:4])=[O:8])=[CH:6][N:1]=2)=[O:12])[CH2:19][CH2:18][O:17][CH2:16][CH2:15]1. (4) Given the reactants [C:1](/[CH:3]=[CH:4]/[S:5]([C:8]1[CH:13]=[CH:12][C:11]([C:14]2([C:18]([OH:20])=O)[CH2:17][CH2:16][CH2:15]2)=[CH:10][CH:9]=1)(=[O:7])=[O:6])#[N:2].ON1C2C=CC=CC=2N=N1.Cl.CN(C)CCCN=C=NCC.[Cl:43][C:44]1[CH:51]=[CH:50][C:47]([CH2:48][NH2:49])=[CH:46][CH:45]=1, predict the reaction product. The product is: [Cl:43][C:44]1[CH:51]=[CH:50][C:47]([CH2:48][NH:49][C:18]([C:14]2([C:11]3[CH:10]=[CH:9][C:8]([S:5](/[CH:4]=[CH:3]/[C:1]#[N:2])(=[O:6])=[O:7])=[CH:13][CH:12]=3)[CH2:15][CH2:16][CH2:17]2)=[O:20])=[CH:46][CH:45]=1. (5) Given the reactants [CH2:1]([OH:4])[CH2:2][OH:3].C1(C)C=CC(S(O)(=O)=O)=CC=1.[F:16][C:17]1[CH:22]=[CH:21][C:20]([C@@:23]23[C@@H:32]([OH:33])[CH2:31][CH2:30][CH2:29][C@H:28]2[C@H:27]([CH3:34])[C:26](=O)[CH2:25][CH2:24]3)=[CH:19][CH:18]=1, predict the reaction product. The product is: [F:16][C:17]1[CH:18]=[CH:19][C:20]([C@@:23]23[C@@H:32]([OH:33])[CH2:31][CH2:30][CH2:29][C@H:28]2[C@H:27]([CH3:34])[C:26]2([O:4][CH2:1][CH2:2][O:3]2)[CH2:25][CH2:24]3)=[CH:21][CH:22]=1.